Dataset: Forward reaction prediction with 1.9M reactions from USPTO patents (1976-2016). Task: Predict the product of the given reaction. (1) Given the reactants CC(C[AlH]CC(C)C)C.[F:10][C:11]([F:33])([F:32])[C:12]1[C:16]([C:17](OCC)=[O:18])=[CH:15][N:14]([CH:22]2[CH2:27][CH2:26][CH:25]([C:28]([F:31])([F:30])[F:29])[CH2:24][CH2:23]2)[N:13]=1, predict the reaction product. The product is: [F:33][C:11]([F:10])([F:32])[C:12]1[C:16]([CH2:17][OH:18])=[CH:15][N:14]([CH:22]2[CH2:23][CH2:24][CH:25]([C:28]([F:29])([F:30])[F:31])[CH2:26][CH2:27]2)[N:13]=1. (2) Given the reactants [Br:1][C:2]1[CH:3]=[C:4]2[N:10]=[C:9]([C:11]3[CH:16]=[CH:15][C:14]([OH:17])=[CH:13][CH:12]=3)[NH:8][C:5]2=[N:6][CH:7]=1.Cl[CH2:19][C:20]([O:22][CH2:23][CH3:24])=[O:21], predict the reaction product. The product is: [Br:1][C:2]1[CH:3]=[C:4]2[N:10]=[C:9]([C:11]3[CH:12]=[CH:13][C:14]([O:17][CH2:19][C:20]([O:22][CH2:23][CH3:24])=[O:21])=[CH:15][CH:16]=3)[NH:8][C:5]2=[N:6][CH:7]=1.